This data is from Catalyst prediction with 721,799 reactions and 888 catalyst types from USPTO. The task is: Predict which catalyst facilitates the given reaction. (1) Reactant: [C:1]([N:8]([CH:12]1[C:20]2[C:15](=[CH:16][CH:17]=[C:18]([N+:21]([O-])=O)[CH:19]=2)[CH2:14][CH2:13]1)[CH2:9][C:10]#[CH:11])([O:3][C:4]([CH3:7])([CH3:6])[CH3:5])=[O:2].[BH4-].[Na+].CCOC(C)=O. Product: [C:1]([N:8]([CH:12]1[C:20]2[C:15](=[CH:16][CH:17]=[C:18]([NH2:21])[CH:19]=2)[CH2:14][CH2:13]1)[CH2:9][C:10]#[CH:11])([O:3][C:4]([CH3:6])([CH3:7])[CH3:5])=[O:2]. The catalyst class is: 40. (2) Reactant: [F:1][C:2]([F:48])([F:47])[C:3]1[CH:4]=[C:5]([CH:40]=[C:41]([C:43]([F:46])([F:45])[F:44])[CH:42]=1)[CH2:6][N:7]([CH2:23][C:24]1[CH:29]=[C:28]([C:30]([F:33])([F:32])[F:31])[CH:27]=[CH:26][C:25]=1[NH:34][C@H:35]([CH2:38][OH:39])[CH2:36][CH3:37])[C:8]1[N:13]=[CH:12][C:11]([O:14][CH2:15][CH2:16][CH2:17][C:18]([O:20][CH2:21][CH3:22])=[O:19])=[CH:10][N:9]=1.C(N(CC)CC)C.Cl[C:57](Cl)([O:59]C(=O)OC(Cl)(Cl)Cl)Cl. Product: [F:48][C:2]([F:1])([F:47])[C:3]1[CH:4]=[C:5]([CH:40]=[C:41]([C:43]([F:44])([F:45])[F:46])[CH:42]=1)[CH2:6][N:7]([CH2:23][C:24]1[CH:29]=[C:28]([C:30]([F:33])([F:32])[F:31])[CH:27]=[CH:26][C:25]=1[N:34]1[C@@H:35]([CH2:36][CH3:37])[CH2:38][O:39][C:57]1=[O:59])[C:8]1[N:9]=[CH:10][C:11]([O:14][CH2:15][CH2:16][CH2:17][C:18]([O:20][CH2:21][CH3:22])=[O:19])=[CH:12][N:13]=1. The catalyst class is: 448. (3) Reactant: [CH3:1][CH:2]([OH:4])[CH3:3].Cl[C:6]([O:8][CH2:9][Cl:10])=[O:7].N1C=CC=CC=1. Product: [C:6](=[O:7])([O:4][CH:2]([CH3:3])[CH3:1])[O:8][CH2:9][Cl:10]. The catalyst class is: 27. (4) Reactant: [H-].[Na+].[Cl:3][C:4]1[CH:9]=[CH:8][C:7]([CH2:10][C:11]#[N:12])=[CH:6][CH:5]=1.Cl[CH2:14][CH2:15][O:16][CH2:17]Cl. Product: [Cl:3][C:4]1[CH:9]=[CH:8][C:7]([C:10]2([C:11]#[N:12])[CH2:14][CH2:15][O:16][CH2:17]2)=[CH:6][CH:5]=1. The catalyst class is: 27. (5) Reactant: C([Li])CCC.[S:6]1[CH:10]=[CH:9][N:8]=[CH:7]1.Cl[Si:12]([CH3:15])([CH3:14])[CH3:13].C(=O)(O)[O-].[Na+]. Product: [CH3:13][Si:12]([CH3:15])([CH3:14])[C:7]1[S:6][CH:10]=[CH:9][N:8]=1. The catalyst class is: 27.